Dataset: Full USPTO retrosynthesis dataset with 1.9M reactions from patents (1976-2016). Task: Predict the reactants needed to synthesize the given product. (1) Given the product [CH2:73]([O:72][C:71]([NH:70][CH:67]1[CH2:68][CH2:69][N:64]([C:2]2[CH:3]=[C:4]([CH:9]=[CH:10][CH:11]=2)[C:5]([O:7][CH3:8])=[O:6])[CH2:65][CH2:66]1)=[O:80])[C:74]1[CH:75]=[CH:76][CH:77]=[CH:78][CH:79]=1, predict the reactants needed to synthesize it. The reactants are: Br[C:2]1[CH:3]=[C:4]([CH:9]=[CH:10][CH:11]=1)[C:5]([O:7][CH3:8])=[O:6].C1C=CC(P(C2C(C3C(P(C4C=CC=CC=4)C4C=CC=CC=4)=CC=C4C=3C=CC=C4)=C3C(C=CC=C3)=CC=2)C2C=CC=CC=2)=CC=1.C(=O)([O-])[O-].[Cs+].[Cs+].[NH:64]1[CH2:69][CH2:68][CH:67]([NH:70][C:71](=[O:80])[O:72][CH2:73][C:74]2[CH:79]=[CH:78][CH:77]=[CH:76][CH:75]=2)[CH2:66][CH2:65]1. (2) Given the product [Si:1]([O:8][C@@H:9]1[C@@:26]2([CH3:27])[C:13](=[CH:14][CH:15]=[C:16]3[C@@H:25]2[CH2:24][CH2:23][C@@:21]2([CH3:22])[C@H:17]3[CH2:18][CH:19]=[C:20]2[CH2:28][O:29][CH2:44][CH2:43][C:42]([N:41]([CH3:46])[CH3:40])=[O:45])[CH2:12][C@@H:11]([O:30][Si:31]([C:34]([CH3:37])([CH3:36])[CH3:35])([CH3:32])[CH3:33])[CH2:10]1)([C:4]([CH3:7])([CH3:6])[CH3:5])([CH3:3])[CH3:2], predict the reactants needed to synthesize it. The reactants are: [Si:1]([O:8][C@@H:9]1[C@@:26]2([CH3:27])[C:13](=[CH:14][CH:15]=[C:16]3[C@@H:25]2[CH2:24][CH2:23][C@@:21]2([CH3:22])[C@H:17]3[CH2:18][CH:19]=[C:20]2[CH2:28][OH:29])[CH2:12][C@@H:11]([O:30][Si:31]([C:34]([CH3:37])([CH3:36])[CH3:35])([CH3:33])[CH3:32])[CH2:10]1)([C:4]([CH3:7])([CH3:6])[CH3:5])([CH3:3])[CH3:2].[H-].[Na+].[CH3:40][N:41]([CH3:46])[C:42](=[O:45])[CH:43]=[CH2:44].[Cl-].[NH4+]. (3) Given the product [C:12]1(/[CH:11]=[CH:10]/[CH:9]=[N+:7]([C:1]2[CH:6]=[CH:5][CH:4]=[CH:3][CH:2]=2)[O-:8])[CH:17]=[CH:16][CH:15]=[CH:14][CH:13]=1, predict the reactants needed to synthesize it. The reactants are: [C:1]1([NH:7][OH:8])[CH:6]=[CH:5][CH:4]=[CH:3][CH:2]=1.[CH:9](=O)/[CH:10]=[CH:11]/[C:12]1[CH:17]=[CH:16][CH:15]=[CH:14][CH:13]=1. (4) Given the product [Br:25][C:26]1[C:31]([O:32][CH2:3][CH2:2][CH:1]=[CH2:6])=[CH:30][CH:29]=[CH:28][N:27]=1, predict the reactants needed to synthesize it. The reactants are: [C:1]1(P([C:1]2[CH:6]=CC=[CH:3][CH:2]=2)[C:1]2[CH:6]=CC=[CH:3][CH:2]=2)[CH:6]=CC=[CH:3][CH:2]=1.C(O)CC=C.[Br:25][C:26]1[C:31]([OH:32])=[CH:30][CH:29]=[CH:28][N:27]=1.N(C(OCC)=O)=NC(OCC)=O. (5) Given the product [CH3:25][O:24][C:4]1[C:5]2[CH:6]([C:27]#[C:28][CH3:29])[N:7]3[CH2:20][CH2:19][C:18]4[C:13]([C:8]3=[CH:9][C:10]=2[CH:11]=[CH:12][C:3]=1[O:2][CH3:1])=[CH:14][C:15]1[O:23][CH2:22][O:21][C:16]=1[CH:17]=4, predict the reactants needed to synthesize it. The reactants are: [CH3:1][O:2][C:3]1[CH:12]=[CH:11][C:10]2[C:5](=[CH:6][N+:7]3[CH2:20][CH2:19][C:18]4[C:13](=[CH:14][C:15]5[O:23][CH2:22][O:21][C:16]=5[CH:17]=4)[C:8]=3[CH:9]=2)[C:4]=1[O:24][CH3:25].[Cl-].[C:27]([Mg]Br)#[C:28][CH3:29].